From a dataset of Full USPTO retrosynthesis dataset with 1.9M reactions from patents (1976-2016). Predict the reactants needed to synthesize the given product. (1) Given the product [CH2:9]([C@H:5]1[C@@:4]([CH2:1][CH3:3])([OH:12])[CH2:8][CH2:7][N:6]1[C:14]1[CH:21]=[CH:20][C:17]([C:18]#[N:19])=[C:16]([C:22]([F:23])([F:25])[F:24])[CH:15]=1)[CH3:11], predict the reactants needed to synthesize it. The reactants are: [CH:1]1([C@:4]2([OH:12])[CH2:8][CH2:7][NH:6][C@H:5]2[CH:9]([CH3:11])C)[CH2:3]C1.F[C:14]1[CH:21]=[CH:20][C:17]([C:18]#[N:19])=[C:16]([C:22]([F:25])([F:24])[F:23])[CH:15]=1.C(=O)([O-])[O-].[Li+].[Li+]. (2) The reactants are: Cl[C:2]1[N:10]=[C:9](Cl)[CH:8]=[CH:7][C:3]=1[C:4]([NH2:6])=[O:5].[O:12]([C:19]1[CH:24]=[CH:23][C:22]([OH:25])=[CH:21][CH:20]=1)[C:13]1[CH:18]=[CH:17][CH:16]=[CH:15][CH:14]=1.C(O[C:31]([NH:33][C:34]1[CH:39]=[CH:38][C:37](B(O)O)=[CH:36][CH:35]=1)=[O:32])(C)(C)C.[C:43](Cl)(=O)[CH:44]=C. Given the product [C:31]([NH:33][C:34]1[CH:35]=[CH:36][C:37]([C:9]2[CH:8]=[CH:7][C:3]([C:4]([NH2:6])=[O:5])=[C:2]([O:25][C:22]3[CH:21]=[CH:20][C:19]([O:12][C:13]4[CH:18]=[CH:17][CH:16]=[CH:15][CH:14]=4)=[CH:24][CH:23]=3)[N:10]=2)=[CH:38][CH:39]=1)(=[O:32])[CH:43]=[CH2:44], predict the reactants needed to synthesize it. (3) Given the product [O:29]=[C:23]([N:12]1[CH2:11][CH2:10][N:9]2[CH:13]=[CH:14][CH:15]=[C:8]2[CH:7]1[C:1]1[CH:2]=[CH:3][CH:4]=[CH:5][CH:6]=1)[CH2:24][CH2:25][C:26]([OH:28])=[O:27], predict the reactants needed to synthesize it. The reactants are: [C:1]1([CH:7]2[NH:12][CH2:11][CH2:10][N:9]3[CH:13]=[CH:14][CH:15]=[C:8]23)[CH:6]=[CH:5][CH:4]=[CH:3][CH:2]=1.CCN(CC)CC.[C:23]1(=[O:29])[O:28][C:26](=[O:27])[CH2:25][CH2:24]1.CC(=O)OCC.CO. (4) The reactants are: [C:1]([C:3]([C:6]1[CH:7]=[C:8]([CH:31]=[CH:32][CH:33]=1)[C:9]([NH:11][C:12]1[CH:13]=[C:14]([CH:28]=[CH:29][CH:30]=1)[O:15][C:16]1[CH:17]=[CH:18][C:19]2[N:20]([CH:22]=[C:23](C(O)=O)[N:24]=2)[N:21]=1)=[O:10])([CH3:5])[CH3:4])#[N:2].C1(P(N=[N+]=[N-])(C2C=CC=CC=2)=[O:41])C=CC=CC=1.C([N:53]([CH2:56]C)CC)C.[C:58]([OH:62])([CH3:61])([CH3:60])[CH3:59]. Given the product [C:58]([O:62][C:56](=[O:41])[NH:53][C:23]1[N:24]=[C:19]2[CH:18]=[CH:17][C:16]([O:15][C:14]3[CH:28]=[CH:29][CH:30]=[C:12]([NH:11][C:9](=[O:10])[C:8]4[CH:31]=[CH:32][CH:33]=[C:6]([C:3]([C:1]#[N:2])([CH3:5])[CH3:4])[CH:7]=4)[CH:13]=3)=[N:21][N:20]2[CH:22]=1)([CH3:61])([CH3:60])[CH3:59], predict the reactants needed to synthesize it. (5) Given the product [I:3][C:4]1[C:12]2[CH:11]=[CH:10][C:9]([C:19]3[CH:24]=[CH:23][CH:22]=[CH:21][CH:20]=3)([C:13]3[CH:18]=[CH:17][CH:16]=[CH:15][CH:14]=3)[CH2:8][C:7]=2[NH:6][N:5]=1, predict the reactants needed to synthesize it. The reactants are: [OH-].[Na+].[I:3][C:4]1[C:12]2[CH:11]=[CH:10][C:9]([C:19]3[CH:24]=[CH:23][CH:22]=[CH:21][CH:20]=3)([C:13]3[CH:18]=[CH:17][CH:16]=[CH:15][CH:14]=3)[CH2:8][C:7]=2[N:6](S(C2C=CC(C)=CC=2)(=O)=O)[N:5]=1.C(OCC)(=O)C. (6) Given the product [CH3:1][O:2][C:3]1[CH:8]=[CH:7][C:6]([CH2:9][C:10]2[S:16][C:15]([NH2:17])=[N:14][N:13]=2)=[CH:5][CH:4]=1, predict the reactants needed to synthesize it. The reactants are: [CH3:1][O:2][C:3]1[CH:8]=[CH:7][C:6]([CH2:9][C:10](Cl)=O)=[CH:5][CH:4]=1.[NH2:13][NH:14][C:15]([NH2:17])=[S:16]. (7) The reactants are: [Br:1][C:2]1[CH:3]=[C:4]([CH:7]=[CH:8][CH:9]=1)[CH2:5]Br.[CH3:10][C:11]([O:14][C:15]([NH:17][C:18]([O:20][C:21]([CH3:24])([CH3:23])[CH3:22])=[O:19])=[O:16])([CH3:13])[CH3:12].[H-].[Na+]. Given the product [C:21]([O:20][C:18]([N:17]([CH2:5][C:4]1[CH:3]=[C:2]([Br:1])[CH:9]=[CH:8][CH:7]=1)[C:15]([O:14][C:11]([CH3:13])([CH3:12])[CH3:10])=[O:16])=[O:19])([CH3:24])([CH3:23])[CH3:22], predict the reactants needed to synthesize it. (8) Given the product [F:36][C:19]1[CH:20]=[C:21]([C:24]2[CH:29]=[CH:28][CH:27]=[CH:26][C:25]=2[O:30][C@H:31]([CH3:35])[CH2:32][CH2:33][OH:34])[CH:22]=[CH:23][C:18]=1[C:16]([N:13]1[CH2:12][CH2:11][CH:10]([N:9]2[C:8](=[O:37])[C:7]([CH3:39])([CH3:38])[O:6][C:5]3[N:40]=[CH:41][C:2]([C:47]#[N:48])=[CH:3][C:4]2=3)[CH2:15][CH2:14]1)=[O:17], predict the reactants needed to synthesize it. The reactants are: Br[C:2]1[CH:41]=[N:40][C:5]2[O:6][C:7]([CH3:39])([CH3:38])[C:8](=[O:37])[N:9]([CH:10]3[CH2:15][CH2:14][N:13]([C:16]([C:18]4[CH:23]=[CH:22][C:21]([C:24]5[CH:29]=[CH:28][CH:27]=[CH:26][C:25]=5[O:30][C@H:31]([CH3:35])[CH2:32][CH2:33][OH:34])=[CH:20][C:19]=4[F:36])=[O:17])[CH2:12][CH2:11]3)[C:4]=2[CH:3]=1.C(=O)([O-])O.[Na+].[CH3:47][N:48](C)C=O. (9) Given the product [Cl:1][C:2]1[CH:3]=[C:4]2[C:9](=[CH:10][C:11]=1[Cl:12])[CH:8]=[N:7][C:6]([NH:13][C:14]1[O:34][C@:26]3([CH2:25][N:24]=1)[CH:31]1[CH2:32][CH2:33][N:28]([CH2:29][CH2:30]1)[CH2:27]3)=[CH:5]2, predict the reactants needed to synthesize it. The reactants are: [Cl:1][C:2]1[CH:3]=[C:4]2[C:9](=[CH:10][C:11]=1[Cl:12])[CH:8]=[N:7][C:6]([N:13]=[C:14]=S)=[CH:5]2.C(=O)([O-])[O-].[Cs+].[Cs+].Cl.Cl.[NH2:24][CH2:25][C@@:26]1([OH:34])[CH:31]2[CH2:32][CH2:33][N:28]([CH2:29][CH2:30]2)[CH2:27]1.C(N=C=NC(C)C)(C)C.